This data is from Forward reaction prediction with 1.9M reactions from USPTO patents (1976-2016). The task is: Predict the product of the given reaction. (1) Given the reactants COC(=O)[C:4]1[CH:21]=[CH:20][C:7]([C:8]([NH:10][C:11]2[CH:16]=[C:15]([F:17])[CH:14]=[C:13]([Br:18])[C:12]=2[CH3:19])=[O:9])=[C:6](F)[CH:5]=1.[CH3:24][N:25](C)[C:26]1C=CC(C(Cl)=O)=CC=1, predict the reaction product. The product is: [Br:18][C:13]1[C:12]([CH3:19])=[C:11]([NH:10][C:8](=[O:9])[C:7]2[CH:20]=[CH:21][C:4]([N:25]([CH3:26])[CH3:24])=[CH:5][CH:6]=2)[CH:16]=[C:15]([F:17])[CH:14]=1. (2) Given the reactants [C:1]([C:3]1[CH:11]=[CH:10][CH:9]=[C:8]2[C:4]=1[C:5]([CH3:14])([CH3:13])[C:6](=[O:12])[NH:7]2)#[N:2], predict the reaction product. The product is: [NH2:2][CH2:1][C:3]1[CH:11]=[CH:10][CH:9]=[C:8]2[C:4]=1[C:5]([CH3:14])([CH3:13])[C:6](=[O:12])[NH:7]2. (3) Given the reactants [N:1]12[CH2:8][CH2:7][CH:4]([CH2:5][CH2:6]1)[CH:3]([O:9][C:10]1[N:15]=[N:14][C:13]([C:16]3[CH:24]=[CH:23][CH:22]=[C:21]4[C:17]=3[CH:18]=[CH:19][NH:20]4)=[CH:12][CH:11]=1)[CH2:2]2.[C:25]([OH:32])(=[O:31])/[CH:26]=[CH:27]/[C:28]([OH:30])=[O:29], predict the reaction product. The product is: [C:25]([OH:32])(=[O:31])/[CH:26]=[CH:27]/[C:28]([OH:30])=[O:29].[N:1]12[CH2:8][CH2:7][CH:4]([CH2:5][CH2:6]1)[CH:3]([O:9][C:10]1[N:15]=[N:14][C:13]([C:16]3[CH:24]=[CH:23][CH:22]=[C:21]4[C:17]=3[CH:18]=[CH:19][NH:20]4)=[CH:12][CH:11]=1)[CH2:2]2. (4) Given the reactants [NH2:1][C:2]1[N:6]([C:7]2[CH:12]=[CH:11][CH:10]=[CH:9][CH:8]=2)[N:5]=[C:4]([C:13]([CH3:17])([CH3:16])[C:14]#N)[CH:3]=1.[OH-:18].[Na+].CC[OH:22], predict the reaction product. The product is: [NH2:1][C:2]1[N:6]([C:7]2[CH:12]=[CH:11][CH:10]=[CH:9][CH:8]=2)[N:5]=[C:4]([C:13]([CH3:17])([CH3:16])[C:14]([OH:22])=[O:18])[CH:3]=1.